Dataset: Full USPTO retrosynthesis dataset with 1.9M reactions from patents (1976-2016). Task: Predict the reactants needed to synthesize the given product. (1) Given the product [Cl:1][C:2]1[C:11]([O:22][CH:20]([CH3:21])[CH3:19])=[CH:10][C:9]([C:13]2[CH:14]=[N:15][N:16]([CH3:18])[CH:17]=2)=[CH:8][C:3]=1[C:4]([OH:6])=[O:5], predict the reactants needed to synthesize it. The reactants are: [Cl:1][C:2]1[C:11](F)=[CH:10][C:9]([C:13]2[CH:14]=[N:15][N:16]([CH3:18])[CH:17]=2)=[CH:8][C:3]=1[C:4]([O:6]C)=[O:5].[CH3:19][C:20](C)([O-:22])[CH3:21].[K+]. (2) Given the product [Cl-:26].[CH2:15]([O:14][C:12](=[O:13])/[CH:11]=[CH:10]/[C@@H:9]([NH3+:8])[CH2:22][CH2:23][CH2:24][CH3:25])[C:16]1[CH:21]=[CH:20][CH:19]=[CH:18][CH:17]=1, predict the reactants needed to synthesize it. The reactants are: C(OC([NH:8][C@@H:9]([CH2:22][CH2:23][CH2:24][CH3:25])/[CH:10]=[CH:11]/[C:12]([O:14][CH2:15][C:16]1[CH:21]=[CH:20][CH:19]=[CH:18][CH:17]=1)=[O:13])=O)(C)(C)C.[ClH:26]. (3) Given the product [ClH:30].[ClH:30].[NH2:1][C:2]1[C:3]([S:26]([NH2:29])(=[O:27])=[O:28])=[CH:4][C:5]([C:8]2[CH:9]=[CH:10][C:11]3[O:17][CH2:16][CH2:15][NH:14][CH2:13][C:12]=3[CH:25]=2)=[CH:6][N:7]=1, predict the reactants needed to synthesize it. The reactants are: [NH2:1][C:2]1[N:7]=[CH:6][C:5]([C:8]2[CH:9]=[CH:10][C:11]3[O:17][CH2:16][CH2:15][N:14](C(OC(C)(C)C)=O)[CH2:13][C:12]=3[CH:25]=2)=[CH:4][C:3]=1[S:26]([NH2:29])(=[O:28])=[O:27].[ClH:30].O1CCOCC1.